From a dataset of Peptide-MHC class I binding affinity with 185,985 pairs from IEDB/IMGT. Regression. Given a peptide amino acid sequence and an MHC pseudo amino acid sequence, predict their binding affinity value. This is MHC class I binding data. (1) The peptide sequence is ILLRIVIY. The MHC is Mamu-B17 with pseudo-sequence Mamu-B17. The binding affinity (normalized) is 0. (2) The peptide sequence is ERSDKSYEH. The MHC is HLA-A11:01 with pseudo-sequence HLA-A11:01. The binding affinity (normalized) is 0.101.